Dataset: Catalyst prediction with 721,799 reactions and 888 catalyst types from USPTO. Task: Predict which catalyst facilitates the given reaction. (1) Reactant: [CH2:1]([O:5][CH2:6][CH2:7][O:8][C:9]1[CH:14]=[CH:13][C:12]([C:15]2[CH:16]=[CH:17][C:18]3[N:25]([CH2:26][CH:27]([CH3:29])[CH3:28])[CH2:24][CH2:23][CH2:22][C:21]([C:30]([NH:32][C:33]4[CH:38]=[CH:37][C:36]([S:39][CH2:40][C:41]5[N:42]([CH2:46][CH2:47][CH2:48][C:49]([O:51][CH2:52][CH3:53])=[O:50])[CH:43]=[CH:44][N:45]=5)=[CH:35][CH:34]=4)=[O:31])=[CH:20][C:19]=3[CH:54]=2)=[CH:11][CH:10]=1)[CH2:2][CH2:3][CH3:4].ClC1C=CC=C(C(OO)=[O:63])C=1. Product: [CH2:1]([O:5][CH2:6][CH2:7][O:8][C:9]1[CH:10]=[CH:11][C:12]([C:15]2[CH:16]=[CH:17][C:18]3[N:25]([CH2:26][CH:27]([CH3:28])[CH3:29])[CH2:24][CH2:23][CH2:22][C:21]([C:30]([NH:32][C:33]4[CH:34]=[CH:35][C:36]([S:39]([CH2:40][C:41]5[N:42]([CH2:46][CH2:47][CH2:48][C:49]([O:51][CH2:52][CH3:53])=[O:50])[CH:43]=[CH:44][N:45]=5)=[O:63])=[CH:37][CH:38]=4)=[O:31])=[CH:20][C:19]=3[CH:54]=2)=[CH:13][CH:14]=1)[CH2:2][CH2:3][CH3:4]. The catalyst class is: 4. (2) The catalyst class is: 6. Product: [F:1][C:2]1[CH:10]=[CH:9][C:5]([C:6]([NH:11][C:12]2[CH:25]=[CH:24][CH:23]=[CH:22][C:13]=2[C:14]([C:16]2[CH:21]=[CH:20][N:19]=[CH:18][CH:17]=2)=[O:15])=[O:7])=[CH:4][CH:3]=1. Reactant: [F:1][C:2]1[CH:10]=[CH:9][C:5]([C:6](Cl)=[O:7])=[CH:4][CH:3]=1.[NH2:11][C:12]1[CH:25]=[CH:24][CH:23]=[CH:22][C:13]=1[C:14]([C:16]1[CH:21]=[CH:20][N:19]=[CH:18][CH:17]=1)=[O:15].C(N(CC)CC)C.C(Cl)(Cl)Cl. (3) The catalyst class is: 52. Reactant: [CH:1]([N:4]1[C:8]2[CH:9]=[CH:10][C:11]([NH2:13])=[CH:12][C:7]=2[N:6]=[CH:5]1)([CH3:3])[CH3:2].[Br:14]Br.N.CO.C(Cl)Cl. Product: [CH:1]([N:4]1[C:8]2[CH:9]=[CH:10][C:11]([NH2:13])=[C:12]([Br:14])[C:7]=2[N:6]=[CH:5]1)([CH3:3])[CH3:2]. (4) Reactant: CN(C(ON1N=NC2C=CC=CC1=2)=[N+](C)C)C.F[P-](F)(F)(F)(F)F.C(N([CH2:30][CH3:31])CC)C.[CH3:32][C:33]1([CH3:44])[C:41]2[C:36](=[CH:37][C:38]([C:42]#[N:43])=[CH:39][CH:40]=2)[NH:35][CH2:34]1.CN([CH:48]=[O:49])C.[CH2:50](Cl)[Cl:51]. Product: [Cl:51][C@H:50]([CH2:30][CH3:31])[C:48]([N:35]1[C:36]2[C:41](=[CH:40][CH:39]=[C:38]([C:42]#[N:43])[CH:37]=2)[C:33]([CH3:44])([CH3:32])[CH2:34]1)=[O:49]. The catalyst class is: 13. (5) Reactant: [OH:1][CH:2]1[CH2:7][CH2:6][CH:5]([NH:8][C:9]2[CH:17]=[C:16]([N:18]3[C:26]4[CH2:25][C:24]([CH3:28])([CH3:27])[CH2:23][C:22](=[O:29])[C:21]=4[C:20]([CH3:30])=[N:19]3)[CH:15]=[CH:14][C:10]=2[C:11]([NH2:13])=[O:12])[CH2:4][CH2:3]1.[NH:31]([C:37]([O:39][C:40]([CH3:43])([CH3:42])[CH3:41])=[O:38])[CH2:32][CH2:33][C:34](O)=[O:35].CCN=C=NCCCN(C)C.Cl. Product: [C:11]([C:10]1[CH:14]=[CH:15][C:16]([N:18]2[C:26]3[CH2:25][C:24]([CH3:27])([CH3:28])[CH2:23][C:22](=[O:29])[C:21]=3[C:20]([CH3:30])=[N:19]2)=[CH:17][C:9]=1[NH:8][CH:5]1[CH2:6][CH2:7][CH:2]([O:1][C:34](=[O:35])[CH2:33][CH2:32][NH:31][C:37]([O:39][C:40]([CH3:42])([CH3:41])[CH3:43])=[O:38])[CH2:3][CH2:4]1)(=[O:12])[NH2:13]. The catalyst class is: 143.